This data is from Full USPTO retrosynthesis dataset with 1.9M reactions from patents (1976-2016). The task is: Predict the reactants needed to synthesize the given product. (1) Given the product [Br:17][C:18]1[CH:25]=[CH:24][CH:23]=[CH:22][C:19]=1[C:20]1[N:1]=[C:2]2[N:6]=[CH:5][NH:4][N:3]2[C:16]=1[NH:15][C:8]([CH3:14])([CH3:7])[CH2:9][C:10]([CH3:13])([CH3:12])[CH3:11], predict the reactants needed to synthesize it. The reactants are: [NH2:1][C:2]1[N:6]=[CH:5][NH:4][N:3]=1.[CH3:7][C:8]([N+:15]#[C-:16])([CH3:14])[CH2:9][C:10]([CH3:13])([CH3:12])[CH3:11].[Br:17][C:18]1[CH:25]=[CH:24][CH:23]=[CH:22][C:19]=1[CH:20]=O. (2) Given the product [O:16]1[CH2:28][CH2:18][CH2:19][O:31][CH:15]1[C:5]1[C:6]2[N:7]([N:8]=[C:9]([C:11]([F:12])([F:13])[F:14])[CH:10]=2)[C:2]([I:1])=[CH:3][CH:4]=1, predict the reactants needed to synthesize it. The reactants are: [I:1][C:2]1[N:7]2[N:8]=[C:9]([C:11]([F:14])([F:13])[F:12])[CH:10]=[C:6]2[C:5]([CH:15]=[O:16])=[CH:4][CH:3]=1.O.[C:18]1([CH3:28])C=CC(S(O)(=O)=O)=C[CH:19]=1.C(O)C[OH:31]. (3) Given the product [F:23][C:20]1[CH:21]=[CH:22][C:17]([C:9]2[C:8]([C:6]3[CH:5]=[CH:4][N:3]=[C:2]([NH:27][C:24](=[O:26])[CH3:25])[N:7]=3)=[C:12]3[CH2:13][CH2:14][CH2:15][CH2:16][N:11]3[N:10]=2)=[CH:18][CH:19]=1, predict the reactants needed to synthesize it. The reactants are: Cl[C:2]1[N:7]=[C:6]([C:8]2[C:9]([C:17]3[CH:22]=[CH:21][C:20]([F:23])=[CH:19][CH:18]=3)=[N:10][N:11]3[CH2:16][CH2:15][CH2:14][CH2:13][C:12]=23)[CH:5]=[CH:4][N:3]=1.[C:24]([NH2:27])(=[O:26])[CH3:25].[H-].[Na+]. (4) Given the product [CH3:1][S:2](=[O:3])([CH:5]([C:7]1[CH:12]=[N:11][C:10]([C:13]([F:15])([F:16])[F:14])=[CH:9][CH:8]=1)[CH3:6])=[N:4][S:25]([CH3:24])(=[O:27])=[O:26], predict the reactants needed to synthesize it. The reactants are: [CH3:1][S:2]([CH:5]([C:7]1[CH:8]=[CH:9][C:10]([C:13]([F:16])([F:15])[F:14])=[N:11][CH:12]=1)[CH3:6])(=[NH:4])=[O:3].C(N(CC)CC)C.[CH3:24][S:25](Cl)(=[O:27])=[O:26]. (5) Given the product [C:1]([CH:8]([NH2:18])[C:9]1[O:10][CH:11]=[C:12]([C:14]([O:16][CH3:17])=[O:15])[N:13]=1)([O:3][C:4]([CH3:7])([CH3:6])[CH3:5])=[O:2], predict the reactants needed to synthesize it. The reactants are: [C:1]([CH:8]([NH2:18])[C:9]1[O:10][CH2:11][CH:12]([C:14]([O:16][CH3:17])=[O:15])[N:13]=1)([O:3][C:4]([CH3:7])([CH3:6])[CH3:5])=[O:2]. (6) Given the product [CH3:51][C:50]([CH3:52])=[CH:49][CH2:48][N:30]([CH3:31])[C:28]([C:10]1[C:9]([O:8][CH2:1][C:2]2[CH:3]=[CH:4][CH:5]=[CH:6][CH:7]=2)=[C:13]2[C:14](=[O:26])[N:15]([CH2:18][C:19]3[CH:20]=[CH:21][C:22]([F:25])=[CH:23][CH:24]=3)[CH2:16][CH2:17][N:12]2[C:11]=1[Br:27])=[O:29], predict the reactants needed to synthesize it. The reactants are: [CH2:1]([O:8][C:9]1[C:10]([C:28]([NH:30][CH3:31])=[O:29])=[C:11]([Br:27])[N:12]2[CH2:17][CH2:16][N:15]([CH2:18][C:19]3[CH:24]=[CH:23][C:22]([F:25])=[CH:21][CH:20]=3)[C:14](=[O:26])[C:13]=12)[C:2]1[CH:7]=[CH:6][CH:5]=[CH:4][CH:3]=1.C[Si]([N-][Si](C)(C)C)(C)C.[Li+].C1COCC1.Br[CH2:48][CH:49]=[C:50]([CH3:52])[CH3:51]. (7) Given the product [Cl:1][C:2]1[C:3]([C:4]([O:6][CH3:7])=[O:5])=[CH:8][C:9]([I:14])=[C:10]2[C:11]=1[C:18]([S:17][CH3:16])=[C:19]([CH3:20])[NH:12]2, predict the reactants needed to synthesize it. The reactants are: [Cl:1][C:2]1[CH:11]=[C:10]([NH:12]N)[C:9]([I:14])=[CH:8][C:3]=1[C:4]([O:6][CH3:7])=[O:5].Cl.[CH3:16][S:17][CH2:18][C:19](=O)[CH3:20].